Predict which catalyst facilitates the given reaction. From a dataset of Catalyst prediction with 721,799 reactions and 888 catalyst types from USPTO. (1) The catalyst class is: 4. Reactant: [C:1]([N:4]1[CH:8](O)[CH2:7][CH:6]([C:10]2[CH:15]=[CH:14][CH:13]=[CH:12][CH:11]=2)[C:5]1([C:21]([O:23][CH2:24][CH3:25])=[O:22])[C:16]([O:18][CH2:19][CH3:20])=[O:17])(=[O:3])[CH3:2].C([SiH](CC)CC)C.FC(F)(F)C(O)=O. Product: [C:1]([N:4]1[CH2:8][CH2:7][CH:6]([C:10]2[CH:15]=[CH:14][CH:13]=[CH:12][CH:11]=2)[C:5]1([C:21]([O:23][CH2:24][CH3:25])=[O:22])[C:16]([O:18][CH2:19][CH3:20])=[O:17])(=[O:3])[CH3:2]. (2) Reactant: [CH:1](=[O:4])[CH2:2][CH3:3].CC([Si](C)(C)O[C@H:11]1[CH2:16][CH2:15][C@H:14]([C:17]([O:19][CH2:20][CH3:21])=[O:18])[CH2:13][CH2:12]1)(C)C.[Bi](Br)(Br)Br.C([SiH](CC)CC)C. Product: [CH2:1]([O:4][C@H:11]1[CH2:16][CH2:15][C@H:14]([C:17]([O:19][CH2:20][CH3:21])=[O:18])[CH2:13][CH2:12]1)[CH2:2][CH3:3]. The catalyst class is: 10. (3) Reactant: Br[C:2]1[N:3]=[C:4]2[CH:10]=[CH:9][NH:8][C:5]2=N[CH:7]=1.F[C:12]1C(B(O)O)=CC=CN=1.C(=O)([O-])[O-].[Na+].[Na+].CCO. Product: [NH:8]1[C:5]2[CH:12]=[CH:7][CH:2]=[N:3][C:4]=2[CH:10]=[CH:9]1. The catalyst class is: 70. (4) Reactant: C(O[C:4]([C:6]1[C:10]([I:11])=[C:9]([CH3:12])[S:8][C:7]=1[NH:13][C:14](=[O:18])[CH2:15][C:16]#[N:17])=[O:5])C.[H-].[Na+].CO. Product: [OH:5][C:4]1[C:6]2[C:10]([I:11])=[C:9]([CH3:12])[S:8][C:7]=2[NH:13][C:14](=[O:18])[C:15]=1[C:16]#[N:17]. The catalyst class is: 1. (5) Reactant: [Cl:1][C:2]1[N:7]=[C:6]([N:8]2[CH2:13][CH:12]3[C:10]([N:14]([CH3:16])[CH3:15])([CH2:11]3)[CH2:9]2)[C:5]([F:17])=[C:4]([NH:18][NH2:19])[N:3]=1.[CH:20]1([CH2:25][C@H:26]([CH2:30][N:31]([CH:40]=[O:41])[O:32][CH2:33][C:34]2[CH:39]=[CH:38][CH:37]=[CH:36][CH:35]=2)[C:27](O)=[O:28])[CH2:24][CH2:23][CH2:22][CH2:21]1.CN1CCOCC1.ON1C2N=CC=CC=2N=N1.C(Cl)CCl. Product: [Cl:1][C:2]1[N:3]=[C:4]([NH:18][NH:19][C:27](=[O:28])[C@H:26]([CH2:25][CH:20]2[CH2:21][CH2:22][CH2:23][CH2:24]2)[CH2:30][N:31]([O:32][CH2:33][C:34]2[CH:35]=[CH:36][CH:37]=[CH:38][CH:39]=2)[CH:40]=[O:41])[C:5]([F:17])=[C:6]([N:8]2[CH2:13][CH:12]3[C:10]([N:14]([CH3:16])[CH3:15])([CH2:11]3)[CH2:9]2)[N:7]=1. The catalyst class is: 215. (6) Reactant: [NH2:1][C:2]1[C:3]([Cl:13])=[C:4]([C:9]([F:12])=[CH:10][CH:11]=1)[C:5]([O:7]C)=[O:6].C(N(CC)CC)C.[CH3:21][CH:22]([CH3:28])[CH2:23][S:24](Cl)(=[O:26])=[O:25].[OH-].[Na+]. Product: [Cl:13][C:3]1[C:2]([NH:1][S:24]([CH2:23][CH:22]([CH3:28])[CH3:21])(=[O:26])=[O:25])=[CH:11][CH:10]=[C:9]([F:12])[C:4]=1[C:5]([OH:7])=[O:6]. The catalyst class is: 1. (7) Reactant: [NH2:1][NH2:2].F[C:4]1[C:9]([CH:10]=O)=[C:8]([I:12])[CH:7]=[CH:6][N:5]=1. Product: [I:12][C:8]1[CH:7]=[CH:6][N:5]=[C:4]2[NH:1][N:2]=[CH:10][C:9]=12. The catalyst class is: 7.